This data is from Forward reaction prediction with 1.9M reactions from USPTO patents (1976-2016). The task is: Predict the product of the given reaction. (1) Given the reactants [F:1][C:2]([F:23])([F:22])[O:3][C:4]1[CH:9]=[CH:8][C:7]([N:10]2[CH2:14][CH2:13][C:12]3([CH2:19][CH2:18][NH:17][C:16](=[O:20])[CH2:15]3)[C:11]2=[O:21])=[CH:6][CH:5]=1.[CH2:24](I)[CH3:25], predict the reaction product. The product is: [CH2:24]([N:17]1[CH2:18][CH2:19][C:12]2([C:11](=[O:21])[N:10]([C:7]3[CH:8]=[CH:9][C:4]([O:3][C:2]([F:1])([F:22])[F:23])=[CH:5][CH:6]=3)[CH2:14][CH2:13]2)[CH2:15][C:16]1=[O:20])[CH3:25]. (2) Given the reactants [H-].[Na+].[Cl:3][C:4]1[CH:5]=[C:6]([C:11](=[N:25][OH:26])[CH:12]2[CH:17]3[CH:13]2[CH2:14][N:15]([C:18]([O:20][C:21]([CH3:24])([CH3:23])[CH3:22])=[O:19])[CH2:16]3)[CH:7]=[CH:8][C:9]=1[Cl:10].[CH2:27](I)[CH3:28], predict the reaction product. The product is: [Cl:3][C:4]1[CH:5]=[C:6]([C:11](=[N:25][O:26][CH2:27][CH3:28])[CH:12]2[CH:17]3[CH:13]2[CH2:14][N:15]([C:18]([O:20][C:21]([CH3:23])([CH3:22])[CH3:24])=[O:19])[CH2:16]3)[CH:7]=[CH:8][C:9]=1[Cl:10]. (3) Given the reactants [C:1]([C@@H:3]([NH:5][C:6](=[O:12])OC(C)(C)C)[CH3:4])#[N:2].[CH2:13]([C:21]1[CH:29]=[CH:28][C:24](C(O)=O)=[CH:23][CH:22]=1)[CH2:14][CH2:15][CH2:16][CH2:17][CH2:18][CH2:19][CH3:20], predict the reaction product. The product is: [C:1]([C@@H:3]([NH:5][C:6](=[O:12])[C:24]1[CH:23]=[CH:22][C:21]([CH2:13][CH2:14][CH2:15][CH2:16][CH2:17][CH2:18][CH2:19][CH3:20])=[CH:29][CH:28]=1)[CH3:4])#[N:2]. (4) Given the reactants [Cl:1][C:2]1[N:7]=[C:6]([OH:8])[CH:5]=[CH:4][CH:3]=1.C([O-])([O-])=O.[K+].[K+].Cl[CH2:16][C:17]1[CH:22]=[CH:21][CH:20]=[CH:19][C:18]=1[CH2:23][C:24]([O:26][CH3:27])=[O:25], predict the reaction product. The product is: [Cl:1][C:2]1[N:7]=[C:6]([O:8][CH2:16][C:17]2[CH:22]=[CH:21][CH:20]=[CH:19][C:18]=2[CH2:23][C:24]([O:26][CH3:27])=[O:25])[CH:5]=[CH:4][CH:3]=1. (5) Given the reactants [NH2:1][C:2]1[N:7]=[C:6](Cl)[CH:5]=[C:4]([Cl:9])[N:3]=1.Cl.[CH3:11][C:12]1([NH2:15])[CH2:14][CH2:13]1.C[O-].[Na+], predict the reaction product. The product is: [Cl:9][C:4]1[N:3]=[C:2]([NH2:1])[N:7]=[C:6]([NH:15][C:12]2([CH3:11])[CH2:14][CH2:13]2)[CH:5]=1. (6) Given the reactants [CH3:1][O:2][C:3]1[CH:8]=[CH:7][CH:6]=[CH:5][C:4]=1[CH:9]1[CH2:13][CH2:12][CH2:11][CH:10]1[OH:14].CC(C)=O.OS(O)(=O)=O.O=[Cr](=O)=O.C(O)(C)C, predict the reaction product. The product is: [CH3:1][O:2][C:3]1[CH:8]=[CH:7][CH:6]=[CH:5][C:4]=1[CH:9]1[CH2:13][CH2:12][CH2:11][C:10]1=[O:14]. (7) Given the reactants [CH:1]1([N:4]2[C:13]3[C:8](=[CH:9][CH:10]=[CH:11][CH:12]=3)[N:7]([C:14]([C@H:16]3[NH:20][C:19](=[O:21])[CH2:18][CH2:17]3)=[O:15])[CH2:6][CH2:5]2)[CH2:3][CH2:2]1.[H-].[Na+].Br[CH2:25][C:26]1[CH:31]=[C:30]([Cl:32])[CH:29]=[CH:28][C:27]=1[Cl:33], predict the reaction product. The product is: [CH:1]1([N:4]2[C:13]3[C:8](=[CH:9][CH:10]=[CH:11][CH:12]=3)[N:7]([C:14]([C@H:16]3[N:20]([CH2:25][C:26]4[CH:31]=[C:30]([Cl:32])[CH:29]=[CH:28][C:27]=4[Cl:33])[C:19](=[O:21])[CH2:18][CH2:17]3)=[O:15])[CH2:6][CH2:5]2)[CH2:2][CH2:3]1. (8) Given the reactants [N+:1]([C:4]1[CH:9]=[CH:8][CH:7]=[CH:6][C:5]=1[S:10](Cl)(=[O:12])=[O:11])([O-:3])=[O:2].[F:14][C:15]([S:18][C:19]1[CH:20]=[C:21]([CH:23]=[CH:24][CH:25]=1)[NH2:22])([F:17])[F:16], predict the reaction product. The product is: [N+:1]([C:4]1[CH:9]=[CH:8][CH:7]=[CH:6][C:5]=1[S:10]([NH:22][C:21]1[CH:23]=[CH:24][CH:25]=[C:19]([S:18][C:15]([F:17])([F:14])[F:16])[CH:20]=1)(=[O:12])=[O:11])([O-:3])=[O:2]. (9) Given the reactants [CH3:1][S:2]([O:5][C:6]1[CH:11]=[CH:10][C:9]([O:12][CH2:13][CH2:14][C:15]2[CH:20]=[CH:19][C:18]([NH2:21])=[CH:17][CH:16]=2)=[CH:8][CH:7]=1)(=[O:4])=[O:3].[ClH:22].[C:23]([OH:27])(=[O:26])[CH:24]=[CH2:25].N([O-])=O.[Na+].C(=O)=O, predict the reaction product. The product is: [Cl:22][CH:24]([CH2:25][C:18]1[CH:19]=[CH:20][C:15]([CH2:14][CH2:13][O:12][C:9]2[CH:10]=[CH:11][C:6]([O:5][S:2]([CH3:1])(=[O:4])=[O:3])=[CH:7][CH:8]=2)=[CH:16][CH:17]=1)[C:23]([O-:27])=[O:26].[NH4+:21]. (10) Given the reactants [OH:1][C:2]1[CH:10]=[CH:9][C:8]([NH:11][CH2:12][C:13]2[C:18]([F:19])=[C:17]([F:20])[C:16]([C:21]([F:24])([F:23])[F:22])=[C:15]([F:25])[C:14]=2[F:26])=[CH:7][C:3]=1[C:4]([OH:6])=[O:5].[OH-].[K+:28], predict the reaction product. The product is: [OH:1][C:2]1[CH:10]=[CH:9][C:8]([NH:11][CH2:12][C:13]2[C:14]([F:26])=[C:15]([F:25])[C:16]([C:21]([F:24])([F:23])[F:22])=[C:17]([F:20])[C:18]=2[F:19])=[CH:7][C:3]=1[C:4]([O-:6])=[O:5].[K+:28].